From a dataset of Full USPTO retrosynthesis dataset with 1.9M reactions from patents (1976-2016). Predict the reactants needed to synthesize the given product. (1) Given the product [CH3:1][O:2][C:3](=[O:19])[CH:4]([NH:8][C:9](=[O:18])[C:10]1[C:11]([Cl:17])=[CH:12][CH:13]=[CH:14][C:15]=1[Cl:16])[CH2:5]/[CH:6]=[CH:7]/[C:21]1[CH:26]=[CH:25][C:24]([N:27]([CH2:34][C:35]2[CH:36]=[CH:37][C:38]([O:41][C:42](=[O:44])[CH3:43])=[CH:39][CH:40]=2)[C:28]2[N:29]=[CH:30][CH:31]=[CH:32][N:33]=2)=[CH:23][CH:22]=1, predict the reactants needed to synthesize it. The reactants are: [CH3:1][O:2][C:3](=[O:19])[CH:4]([NH:8][C:9](=[O:18])[C:10]1[C:15]([Cl:16])=[CH:14][CH:13]=[CH:12][C:11]=1[Cl:17])[CH2:5][CH:6]=[CH2:7].I[C:21]1[CH:26]=[CH:25][C:24]([N:27]([CH2:34][C:35]2[CH:40]=[CH:39][C:38]([O:41][C:42](=[O:44])[CH3:43])=[CH:37][CH:36]=2)[C:28]2[N:33]=[CH:32][CH:31]=[CH:30][N:29]=2)=[CH:23][CH:22]=1. (2) Given the product [CH3:1][O:2][C:3]([C:5]1[NH:6][C:7]2[C:12]([CH:13]=1)=[C:11]([CH2:14][CH2:15][CH:16]([OH:17])[CH2:18][N:39]1[CH2:40][CH:32]3[N:31]([C:22]4[CH:23]=[CH:24][C:25]5[C:30](=[CH:29][CH:28]=[CH:27][CH:26]=5)[CH:21]=4)[CH2:38][CH:37]1[CH2:36][CH:35]=[CH:34][CH2:33]3)[CH:10]=[C:9]([O:19][CH3:20])[CH:8]=2)=[O:4], predict the reactants needed to synthesize it. The reactants are: [CH3:1][O:2][C:3]([C:5]1[NH:6][C:7]2[C:12]([CH:13]=1)=[C:11]([CH2:14][CH2:15][CH:16]1[CH2:18][O:17]1)[CH:10]=[C:9]([O:19][CH3:20])[CH:8]=2)=[O:4].[CH:21]1[C:30]2[C:25](=[CH:26][CH:27]=[CH:28][CH:29]=2)[CH:24]=[CH:23][C:22]=1[N:31]1[CH2:38][C@H:37]2[NH:39][CH2:40][C@@H:32]1[CH2:33][CH:34]=[CH:35][CH2:36]2.CCN(C(C)C)C(C)C.C(O)C. (3) Given the product [Br:1][C:2]1[CH:7]=[CH:6][C:5]([O:8][CH2:9][CH2:10][C@@H:11]([CH3:12])[CH2:13][CH2:14][CH:15]=[C:16]([CH3:18])[CH3:17])=[CH:4][CH:3]=1, predict the reactants needed to synthesize it. The reactants are: [Br:1][C:2]1[CH:7]=[CH:6][C:5]([OH:8])=[CH:4][CH:3]=1.[CH2:9](Br)[CH2:10][C@H:11]([CH2:13][CH2:14][CH:15]=[C:16]([CH3:18])[CH3:17])[CH3:12].C(=O)([O-])[O-].[K+].[K+]. (4) The reactants are: [OH:1][CH2:2][CH2:3][CH2:4][CH2:5][CH2:6][CH2:7][CH:8]([P:13]([OH:16])(=[O:15])[OH:14])[P:9]([OH:12])(=[O:11])[OH:10].[C:17](Cl)(=[O:21])[C:18]([CH3:20])=[CH2:19]. Given the product [C:17]([O:1][CH2:2][CH2:3][CH2:4][CH2:5][CH2:6][CH2:7][CH:8]([P:13]([OH:16])(=[O:14])[OH:15])[P:9]([OH:10])(=[O:12])[OH:11])(=[O:21])[C:18]([CH3:20])=[CH2:19], predict the reactants needed to synthesize it. (5) Given the product [NH2:11][C@H:12]([C:14]1[CH:26]=[CH:25][C:17]([C:18]([O:20][C:21]([CH3:23])([CH3:22])[CH3:24])=[O:19])=[CH:16][CH:15]=1)[CH3:13], predict the reactants needed to synthesize it. The reactants are: C(OC([NH:11][C@H:12]([C:14]1[CH:26]=[CH:25][C:17]([C:18]([O:20][C:21]([CH3:24])([CH3:23])[CH3:22])=[O:19])=[CH:16][CH:15]=1)[CH3:13])=O)C1C=CC=CC=1. (6) Given the product [Cl:1][C:2]1[N:6]2[CH:7]=[C:8]([C:15]3[CH:16]=[N:17][NH:18][CH:19]=3)[CH:9]=[C:10]([C:11]([F:13])([F:14])[F:12])[C:5]2=[N:4][C:3]=1[C:20]([N:23]1[CH2:28][CH2:27][CH:26]([N:29]2[C:30](=[O:35])[CH2:31][CH2:32][C:33]2=[O:34])[CH2:25][CH2:24]1)=[O:21], predict the reactants needed to synthesize it. The reactants are: [Cl:1][C:2]1[N:6]2[CH:7]=[C:8]([C:15]3[CH:16]=[N:17][NH:18][CH:19]=3)[CH:9]=[C:10]([C:11]([F:14])([F:13])[F:12])[C:5]2=[N:4][C:3]=1[C:20](O)=[O:21].[NH:23]1[CH2:28][CH2:27][CH:26]([N:29]2[C:33](=[O:34])[CH2:32][CH2:31][C:30]2=[O:35])[CH2:25][CH2:24]1.CCN(C(C)C)C(C)C.CN(C(ON1N=NC2C=CC=NC1=2)=[N+](C)C)C.F[P-](F)(F)(F)(F)F.